Task: Predict the reactants needed to synthesize the given product.. Dataset: Full USPTO retrosynthesis dataset with 1.9M reactions from patents (1976-2016) (1) Given the product [Cl:1][C:2]1[CH:3]=[C:4]([C:12]2[N:13]=[CH:14][C:15]([C:18]3[C:19]([CH2:33][CH3:34])=[C:20]([CH2:24][CH2:25][N:26]([CH3:32])[CH2:27][C:28]([OH:30])=[O:29])[CH:21]=[CH:22][CH:23]=3)=[CH:16][N:17]=2)[CH:5]=[CH:6][C:7]=1[O:8][CH:9]([CH3:11])[CH3:10], predict the reactants needed to synthesize it. The reactants are: [Cl:1][C:2]1[CH:3]=[C:4]([C:12]2[N:17]=[CH:16][C:15]([C:18]3[C:19]([CH2:33][CH3:34])=[C:20]([CH2:24][CH2:25][N:26]([CH3:32])[CH2:27][C:28]([O:30]C)=[O:29])[CH:21]=[CH:22][CH:23]=3)=[CH:14][N:13]=2)[CH:5]=[CH:6][C:7]=1[O:8][CH:9]([CH3:11])[CH3:10].[OH-].[Na+]. (2) Given the product [NH2:7][C@H:8]1[C:14](=[O:15])[NH:13][C:12]2[CH:16]=[CH:17][CH:18]=[CH:19][C:11]=2[O:10][C@H:9]1[CH2:20][CH3:21], predict the reactants needed to synthesize it. The reactants are: C(OC(=O)[NH:7][C@H:8]1[C:14](=[O:15])[NH:13][C:12]2[CH:16]=[CH:17][CH:18]=[CH:19][C:11]=2[O:10][C@H:9]1[CH2:20][CH3:21])(C)(C)C.P(=O)(O)(O)O. (3) Given the product [C:18]([O:22][C:23]([N:15]1[CH2:16][CH2:17][N:12]([C:4]2[CH:5]=[C:6]([N+:9]([O-:11])=[O:10])[CH:7]=[CH:8][C:3]=2[O:2][CH3:1])[CH2:13][CH2:14]1)=[O:24])([CH3:21])([CH3:20])[CH3:19], predict the reactants needed to synthesize it. The reactants are: [CH3:1][O:2][C:3]1[CH:8]=[CH:7][C:6]([N+:9]([O-:11])=[O:10])=[CH:5][C:4]=1[N:12]1[CH2:17][CH2:16][NH:15][CH2:14][CH2:13]1.[C:18]([O:22][C:23](O[C:23]([O:22][C:18]([CH3:21])([CH3:20])[CH3:19])=[O:24])=[O:24])([CH3:21])([CH3:20])[CH3:19].